From a dataset of Reaction yield outcomes from USPTO patents with 853,638 reactions. Predict the reaction yield, written as a fraction of the theoretical maximum amount of product (1.0 means a 100% yield; for example, 0.34 means a 34% yield). (1) The catalyst is ClCCl.C(=O)(O)[O-].[Na+]. The yield is 0.980. The reactants are [CH2:1]([N:5]1[CH2:22][CH:21]([CH2:23][F:24])[O:20][C:7]2([CH2:12][CH2:11][N:10](C(OC(C)(C)C)=O)[CH2:9][CH2:8]2)[CH2:6]1)[C:2]#[C:3][CH3:4].[ClH:25].O1CCOCC1. The product is [ClH:25].[CH2:1]([N:5]1[CH2:22][CH:21]([CH2:23][F:24])[O:20][C:7]2([CH2:12][CH2:11][NH:10][CH2:9][CH2:8]2)[CH2:6]1)[C:2]#[C:3][CH3:4]. (2) The reactants are [CH:1]([CH:3]=[CH2:4])=[O:2].[F:5][C:6]([Si](C)(C)C)([F:8])[F:7].CCCC[N+](CCCC)(CCCC)CCCC.[F-].Br[CH2:32][C:33]([O:35][C:36]([CH3:39])([CH3:38])[CH3:37])=[O:34].[OH-].[Na+]. The catalyst is S([O-])(O)(=O)=O.C([N+](CCCC)(CCCC)CCCC)CCC.CCCC[N+](CCCC)(CCCC)CCCC.[F-].C(OC)(C)(C)C.O.C1COCC1.C1(C)C=CC=CC=1. The product is [F:5][C:6]([F:8])([F:7])[CH:1]([O:2][CH2:32][C:33]([O:35][C:36]([CH3:39])([CH3:38])[CH3:37])=[O:34])[CH:3]=[CH2:4]. The yield is 0.945. (3) The reactants are [F:1][C:2]1[CH:22]=[CH:21][C:5]([CH2:6][N:7]2[C:11]3=[CH:12][N:13]=[C:14]([C:17]([O:19][CH3:20])=[O:18])[C:15]([OH:16])=[C:10]3[CH:9]=[CH:8]2)=[CH:4][CH:3]=1.C(N(CC)CC)C.[F:30][C:31]([F:44])([F:43])[S:32](O[S:32]([C:31]([F:44])([F:43])[F:30])(=[O:34])=[O:33])(=[O:34])=[O:33]. The catalyst is ClCCl. The product is [F:1][C:2]1[CH:3]=[CH:4][C:5]([CH2:6][N:7]2[C:11]3=[CH:12][N:13]=[C:14]([C:17]([O:19][CH3:20])=[O:18])[C:15]([O:16][S:32]([C:31]([F:44])([F:43])[F:30])(=[O:34])=[O:33])=[C:10]3[CH:9]=[CH:8]2)=[CH:21][CH:22]=1. The yield is 0.880. (4) The reactants are [CH2:1]([C:3]1[CH:4]=[C:5]2[C:10](=[CH:11][C:12]=1[OH:13])[O:9][CH:8]([C:14]([F:17])([F:16])[F:15])[C:7]([C:18]([OH:20])=[O:19])=[CH:6]2)[CH3:2].S(Cl)([Cl:24])(=O)=O. The catalyst is ClCCl. The product is [Cl:24][C:4]1[C:3]([CH2:1][CH3:2])=[C:12]([OH:13])[CH:11]=[C:10]2[C:5]=1[CH:6]=[C:7]([C:18]([OH:20])=[O:19])[CH:8]([C:14]([F:15])([F:16])[F:17])[O:9]2. The yield is 0.520. (5) The reactants are C([Si](C)(C)[O:6][C:7]1[CH:12]=[CH:11][C:10]([CH2:13][CH:14]([O:18][CH3:19])[C:15]([OH:17])=[O:16])=[CH:9][C:8]=1[O:20][CH3:21])(C)(C)C.S(=O)(=O)(O)O.[CH2:29](O)[CH3:30]. No catalyst specified. The product is [CH2:29]([O:17][C:15](=[O:16])[CH:14]([O:18][CH3:19])[CH2:13][C:10]1[CH:11]=[CH:12][C:7]([OH:6])=[C:8]([O:20][CH3:21])[CH:9]=1)[CH3:30]. The yield is 0.980. (6) The reactants are [CH3:1][O:2][C:3]([NH:5][C@@H:6]([CH:10]1[CH2:15][CH2:14][O:13][CH2:12][CH2:11]1)[C:7]([OH:9])=O)=[O:4].CN(C(ON1N=NC2C=CC=NC1=2)=[N+](C)C)C.F[P-](F)(F)(F)(F)F.Cl.Cl.Cl.[Cl:43][C:44]1[C:45]([NH:72][C:73](=[O:93])[C:74]2[CH:79]=[CH:78][C:77]([N:80]3[CH2:85][CH2:84][N:83]([C:86](=[O:91])[C:87]([CH3:90])([CH3:89])[CH3:88])[CH2:82][C@H:81]3[CH3:92])=[N:76][CH:75]=2)=[CH:46][C:47]([O:67][C:68]([F:71])([F:70])[F:69])=[C:48]([C:50]2[CH:55]=[CH:54][C:53]([C:56]3[N:57]=[C:58]([C@@H:61]4[CH2:65][C@H:64]([CH3:66])[CH2:63][NH:62]4)[NH:59][CH:60]=3)=[CH:52][CH:51]=2)[CH:49]=1.CCN(C(C)C)C(C)C. The catalyst is CC(N(C)C)=O. The product is [CH3:1][O:2][C:3](=[O:4])[NH:5][C@@H:6]([CH:10]1[CH2:15][CH2:14][O:13][CH2:12][CH2:11]1)[C:7]([N:62]1[CH2:63][C@@H:64]([CH3:66])[CH2:65][C@H:61]1[C:58]1[NH:59][CH:60]=[C:56]([C:53]2[CH:54]=[CH:55][C:50]([C:48]3[CH:49]=[C:44]([Cl:43])[C:45]([NH:72][C:73]([C:74]4[CH:75]=[N:76][C:77]([N:80]5[CH2:85][CH2:84][N:83]([C:86](=[O:91])[C:87]([CH3:90])([CH3:89])[CH3:88])[CH2:82][C@H:81]5[CH3:92])=[CH:78][CH:79]=4)=[O:93])=[CH:46][C:47]=3[O:67][C:68]([F:70])([F:71])[F:69])=[CH:51][CH:52]=2)[N:57]=1)=[O:9]. The yield is 0.370. (7) The reactants are [Cl:1][C:2]1[CH:3]=[C:4]([C:13]2[O:17][N:16]=[C:15]([C:18]3[CH:19]=[CH:20][C:21]4[O:25][C:24]([C:26]5([NH:34]C(=O)OC(C)(C)C)[CH2:31][O:30]C(C)(C)[O:28][CH2:27]5)=[CH:23][C:22]=4[CH:42]=3)[N:14]=2)[CH:5]=[CH:6][C:7]=1[C:8]1[CH:12]=[CH:11][S:10][CH:9]=1.ClC1C=C(C2ON=C(C3C=CC4OC(C5(NC(=O)OC(C)(C)C)COC(C)(C)OC5)=CC=4C=3)N=2)C=CC=1OCCC. The product is [NH2:34][C:26]([C:24]1[O:25][C:21]2[CH:20]=[CH:19][C:18]([C:15]3[N:14]=[C:13]([C:4]4[CH:5]=[CH:6][C:7]([C:8]5[CH:12]=[CH:11][S:10][CH:9]=5)=[C:2]([Cl:1])[CH:3]=4)[O:17][N:16]=3)=[CH:42][C:22]=2[CH:23]=1)([CH2:27][OH:28])[CH2:31][OH:30]. No catalyst specified. The yield is 0.480. (8) The reactants are [OH:1][C:2]1[C:3]([N+:8]([O-:10])=[O:9])=[N:4][CH:5]=[CH:6][CH:7]=1.C1(P(C2C=CC=CC=2)C2C=CC=CC=2)C=CC=CC=1.[Cl:30][C:31]1[C:36]([F:37])=[CH:35][CH:34]=[C:33]([Cl:38])[C:32]=1[C@@H:39](O)[CH3:40].N(C(OC(C)C)=O)=NC(OC(C)C)=O. The catalyst is C1COCC1. The product is [Cl:30][C:31]1[C:36]([F:37])=[CH:35][CH:34]=[C:33]([Cl:38])[C:32]=1[C@H:39]([O:1][C:2]1[C:3]([N+:8]([O-:10])=[O:9])=[N:4][CH:5]=[CH:6][CH:7]=1)[CH3:40]. The yield is 0.883. (9) The reactants are [C:1]1(=O)[C:5]2=[C:6]3[C:11](=[CH:12][CH:13]=[C:4]2[NH:3][C:2]1=[O:14])[N:10]=[CH:9][CH:8]=[CH:7]3.[NH2:16][NH2:17]. The catalyst is CN(C=O)C.C(O)C. The product is [N:16](=[C:1]1[C:5]2=[C:6]3[C:11](=[CH:12][CH:13]=[C:4]2[NH:3][C:2]1=[O:14])[N:10]=[CH:9][CH:8]=[CH:7]3)[NH2:17]. The yield is 0.730. (10) The catalyst is C1COCC1.O. The reactants are [C:1]([C:5]1[CH:6]=[C:7]([N:19]2[C:23]([CH2:24][CH:25]3[CH2:30][CH2:29][CH2:28][CH2:27][CH2:26]3)=[N:22][C:21]([C:31]([NH:33][C@H:34]3[CH2:37][C@H:36]([C:38]([O:40]C)=[O:39])[CH2:35]3)=[O:32])=[N:20]2)[CH:8]=[CH:9][C:10]=1[S:11](=[O:18])(=[O:17])[NH:12][C:13]([CH3:16])([CH3:15])[CH3:14])([CH3:4])([CH3:3])[CH3:2].O[Li].O. The yield is 0.200. The product is [C:1]([C:5]1[CH:6]=[C:7]([N:19]2[C:23]([CH2:24][CH:25]3[CH2:26][CH2:27][CH2:28][CH2:29][CH2:30]3)=[N:22][C:21]([C:31]([NH:33][C@H:34]3[CH2:37][C@H:36]([C:38]([OH:40])=[O:39])[CH2:35]3)=[O:32])=[N:20]2)[CH:8]=[CH:9][C:10]=1[S:11](=[O:18])(=[O:17])[NH:12][C:13]([CH3:16])([CH3:14])[CH3:15])([CH3:2])([CH3:3])[CH3:4].